From a dataset of Forward reaction prediction with 1.9M reactions from USPTO patents (1976-2016). Predict the product of the given reaction. (1) Given the reactants [BH4-].[Na+].[CH3:3][C:4]1([CH3:13])[CH2:9][CH:8]([CH2:10][CH:11]=[O:12])[CH2:7][CH2:6][O:5]1, predict the reaction product. The product is: [CH3:3][C:4]1([CH3:13])[CH2:9][CH:8]([CH2:10][CH2:11][OH:12])[CH2:7][CH2:6][O:5]1. (2) Given the reactants [NH2:1][S:2]([C:5]1[CH:6]=[CH:7][C:8]([N:11]2[C:15]([CH2:16][C:17]3[CH:22]=[CH:21][CH:20]=[CH:19][CH:18]=3)=[N:14][C:13]([C:23]([O:25]CC)=[O:24])=[N:12]2)=[N:9][CH:10]=1)(=[O:4])=[O:3], predict the reaction product. The product is: [NH2:1][S:2]([C:5]1[CH:6]=[CH:7][C:8]([N:11]2[C:15]([CH2:16][C:17]3[CH:22]=[CH:21][CH:20]=[CH:19][CH:18]=3)=[N:14][C:13]([C:23]([OH:25])=[O:24])=[N:12]2)=[N:9][CH:10]=1)(=[O:3])=[O:4]. (3) Given the reactants [NH2:1][C:2]1[CH:3]=[CH:4][C:5]([NH:23][CH2:24][CH2:25][O:26][CH3:27])=[C:6]([C:8]2[O:9][C:10]3[CH:16]=[CH:15][C:14]([C:17]4[CH:22]=[CH:21][CH:20]=[CH:19][CH:18]=4)=[CH:13][C:11]=3[N:12]=2)[CH:7]=1.[CH:28]1[C:33]([C:34]([OH:36])=[O:35])=[CH:32][C:31]2[C:37]([O:39][C:40](=O)[C:30]=2[CH:29]=1)=[O:38], predict the reaction product. The product is: [CH3:27][O:26][CH2:25][CH2:24][NH:23][C:5]1[CH:4]=[CH:3][C:2]([N:1]2[C:37](=[O:38])[C:31]3[C:30](=[CH:29][CH:28]=[C:33]([C:34]([OH:36])=[O:35])[CH:32]=3)[C:40]2=[O:39])=[CH:7][C:6]=1[C:8]1[O:9][C:10]2[CH:16]=[CH:15][C:14]([C:17]3[CH:22]=[CH:21][CH:20]=[CH:19][CH:18]=3)=[CH:13][C:11]=2[N:12]=1. (4) Given the reactants Br[C:2]1[CH:3]=[CH:4][C:5]([O:8][CH3:9])=[N:6][CH:7]=1.[B:10]1([B:10]2[O:14][C:13]([CH3:16])([CH3:15])[C:12]([CH3:18])([CH3:17])[O:11]2)[O:14][C:13]([CH3:16])([CH3:15])[C:12]([CH3:18])([CH3:17])[O:11]1.C([O-])(=O)C.[K+].C(Cl)Cl, predict the reaction product. The product is: [CH3:9][O:8][C:5]1[CH:4]=[CH:3][C:2]([B:10]2[O:14][C:13]([CH3:16])([CH3:15])[C:12]([CH3:18])([CH3:17])[O:11]2)=[CH:7][N:6]=1. (5) Given the reactants [CH3:1][N:2]1[CH2:7][CH2:6][N:5]([CH:8]2[CH2:11][N:10](C(OCC3C=CC=CC=3)=O)[CH2:9]2)[CH2:4][CH2:3]1, predict the reaction product. The product is: [NH:10]1[CH2:11][CH:8]([N:5]2[CH2:6][CH2:7][N:2]([CH3:1])[CH2:3][CH2:4]2)[CH2:9]1.